Dataset: Forward reaction prediction with 1.9M reactions from USPTO patents (1976-2016). Task: Predict the product of the given reaction. Given the reactants [C:1]([C:3]1[S:4][C:5]2[CH:11]=[C:10]([OH:12])[CH:9]=[CH:8][C:6]=2[N:7]=1)#[N:2].C(=O)([O-])[O-].[K+].[K+].Br[CH2:20][CH2:21][Cl:22], predict the reaction product. The product is: [Cl:22][CH2:21][CH2:20][O:12][C:10]1[CH:9]=[CH:8][C:6]2[N:7]=[C:3]([C:1]#[N:2])[S:4][C:5]=2[CH:11]=1.